The task is: Predict the reaction yield, written as a fraction of the theoretical maximum amount of product (1.0 means a 100% yield; for example, 0.34 means a 34% yield).. This data is from Reaction yield outcomes from USPTO patents with 853,638 reactions. The reactants are [F:1][C:2]1[CH:3]=[C:4]([C:9]2[CH:14]=[CH:13][C:12]([C:15]([F:18])([F:17])[F:16])=[CH:11][CH:10]=2)[CH:5]=[CH:6][C:7]=1[NH2:8].[Br:19]Br. The catalyst is C(O)(=O)C. The product is [Br:19][C:6]1[CH:5]=[C:4]([C:9]2[CH:10]=[CH:11][C:12]([C:15]([F:16])([F:17])[F:18])=[CH:13][CH:14]=2)[CH:3]=[C:2]([F:1])[C:7]=1[NH2:8]. The yield is 0.940.